From a dataset of Peptide-MHC class I binding affinity with 185,985 pairs from IEDB/IMGT. Regression. Given a peptide amino acid sequence and an MHC pseudo amino acid sequence, predict their binding affinity value. This is MHC class I binding data. The MHC is HLA-A32:01 with pseudo-sequence HLA-A32:01. The peptide sequence is AFDLSHFLK. The binding affinity (normalized) is 0.